Dataset: Forward reaction prediction with 1.9M reactions from USPTO patents (1976-2016). Task: Predict the product of the given reaction. (1) Given the reactants Cl[CH2:2][CH2:3][CH2:4][CH2:5][CH:6]1[O:10][CH2:9][CH2:8][O:7]1.[CH3:11][CH:12]([CH3:28])[C:13]([NH:15][C:16]1[CH:21]=[CH:20][CH:19]=[C:18]([CH:22]2[CH2:27][CH2:26][NH:25][CH2:24][CH2:23]2)[CH:17]=1)=[O:14], predict the reaction product. The product is: [O:7]1[CH2:8][CH2:9][O:10][CH:6]1[CH2:5][CH2:4][CH2:3][CH2:2][N:25]1[CH2:26][CH2:27][CH:22]([C:18]2[CH:17]=[C:16]([NH:15][C:13](=[O:14])[CH:12]([CH3:11])[CH3:28])[CH:21]=[CH:20][CH:19]=2)[CH2:23][CH2:24]1. (2) Given the reactants CN(CCOCCOCCOCCC(OC(C)(C)C)=O)[C:3]([C@@H:5]1[CH2:9][CH2:8][CH2:7][N:6]1[CH2:10][CH2:11][N:12]([CH3:55])[C:13](=[O:54])[C:14]1[CH:19]=[CH:18][CH:17]=[C:16]([C:20](=[O:53])[NH:21][C:22]2[CH:27]=[CH:26][C:25]([N:28]3[CH2:33][CH2:32][CH2:31][CH2:30][CH2:29]3)=[CH:24][C:23]=2[C:34]2[CH:39]=[C:38]([C:40](=[O:52])[NH:41][C@@H:42]3[C:51]4[C:46](=[CH:47][CH:48]=[CH:49][CH:50]=4)[CH2:45][CH2:44][CH2:43]3)[CH:37]=[CH:36][N:35]=2)[CH:15]=1)=[O:4].[CH3:74][O:75][CH2:76][CH2:77][O:78][CH2:79][CH2:80][O:81][CH2:82][CH2:83][O:84][CH2:85][CH2:86][O:87][CH2:88][CH2:89][O:90][CH2:91][CH2:92][O:93][CH2:94][CH2:95][O:96][CH2:97][CH2:98][NH2:99], predict the reaction product. The product is: [CH3:74][O:75][CH2:76][CH2:77][O:78][CH2:79][CH2:80][O:81][CH2:82][CH2:83][O:84][CH2:85][CH2:86][O:87][CH2:88][CH2:89][O:90][CH2:91][CH2:92][O:93][CH2:94][CH2:95][O:96][CH2:97][CH2:98][NH:99][C:3]([C@@H:5]1[CH2:9][CH2:8][CH2:7][N:6]1[CH2:10][CH2:11][N:12]([CH3:55])[C:13](=[O:54])[C:14]1[CH:19]=[CH:18][CH:17]=[C:16]([C:20]([NH:21][C:22]2[CH:27]=[CH:26][C:25]([N:28]3[CH2:29][CH2:30][CH2:31][CH2:32][CH2:33]3)=[CH:24][C:23]=2[C:34]2[CH:39]=[C:38]([C:40](=[O:52])[NH:41][C@@H:42]3[C:51]4[C:46](=[CH:47][CH:48]=[CH:49][CH:50]=4)[CH2:45][CH2:44][CH2:43]3)[CH:37]=[CH:36][N:35]=2)=[O:53])[CH:15]=1)=[O:4]. (3) Given the reactants [CH3:1][O:2][C:3]1[CH:4]=[C:5]2[C:10](=[CH:11][C:12]=1[O:13][CH3:14])[N:9]=[CH:8][CH:7]=[C:6]2[O:15][C:16]1[CH:22]=[CH:21][C:19]([NH2:20])=[CH:18][CH:17]=1.C1(C)C=CC=CC=1.C(N(CC)CC)C.Cl[C:38](Cl)([O:40]C(=O)OC(Cl)(Cl)Cl)Cl.[C:49]1([CH:55]([OH:59])[CH2:56][CH2:57][CH3:58])[CH:54]=[CH:53][CH:52]=[CH:51][CH:50]=1, predict the reaction product. The product is: [CH3:1][O:2][C:3]1[CH:4]=[C:5]2[C:10](=[CH:11][C:12]=1[O:13][CH3:14])[N:9]=[CH:8][CH:7]=[C:6]2[O:15][C:16]1[CH:22]=[CH:21][C:19]([NH:20][C:38](=[O:40])[O:59][CH:55]([C:49]2[CH:54]=[CH:53][CH:52]=[CH:51][CH:50]=2)[CH2:56][CH2:57][CH3:58])=[CH:18][CH:17]=1. (4) Given the reactants [F:1][C:2]1[C:11]([O:12][CH:13]2[CH2:18][CH2:17][CH2:16][CH2:15][O:14]2)=[CH:10][CH:9]=[C:8]2[C:3]=1[C:4]([CH3:34])([OH:33])[CH:5]([C:26]1[CH:31]=[CH:30][C:29]([F:32])=[CH:28][CH:27]=1)[CH:6]([C:19]1[CH:24]=[CH:23][C:22](I)=[CH:21][CH:20]=1)[O:7]2.[F:35][CH2:36][CH:37]1[CH2:40][N:39]([CH2:41][CH2:42][OH:43])[CH2:38]1.C(=O)([O-])[O-].[K+].[K+], predict the reaction product. The product is: [F:1][C:2]1[C:11]([O:12][CH:13]2[CH2:18][CH2:17][CH2:16][CH2:15][O:14]2)=[CH:10][CH:9]=[C:8]2[C:3]=1[C:4]([CH3:34])([OH:33])[CH:5]([C:26]1[CH:31]=[CH:30][C:29]([F:32])=[CH:28][CH:27]=1)[CH:6]([C:19]1[CH:24]=[CH:23][C:22]([O:43][CH2:42][CH2:41][N:39]3[CH2:40][CH:37]([CH2:36][F:35])[CH2:38]3)=[CH:21][CH:20]=1)[O:7]2. (5) Given the reactants [CH3:1][O:2][C:3](=[O:17])[C:4]1[CH:9]=[CH:8][C:7]([CH3:10])=[CH:6][C:5]=1[C:11]1[CH:16]=[CH:15][CH:14]=[CH:13][CH:12]=1.[Br:18]N1C(=O)CCC1=O.C(OCC)(=O)C, predict the reaction product. The product is: [CH3:1][O:2][C:3](=[O:17])[C:4]1[CH:9]=[CH:8][C:7]([CH2:10][Br:18])=[CH:6][C:5]=1[C:11]1[CH:12]=[CH:13][CH:14]=[CH:15][CH:16]=1. (6) Given the reactants [C:1]([C:5]1[CH:10]=[CH:9][CH:8]=[CH:7][C:6]=1[N:11]=[C:12]([C:14]1[CH:19]=[CH:18][CH:17]=[C:16]([C:20](=O)[CH3:21])[N:15]=1)[CH3:13])([CH3:4])([CH3:3])[CH3:2].[C:23]([C:27]1[CH:33]=[CH:32][C:30]([NH2:31])=[CH:29][CH:28]=1)([CH3:26])([CH3:25])[CH3:24], predict the reaction product. The product is: [C:1]([C:5]1[CH:10]=[CH:9][CH:8]=[CH:7][C:6]=1[N:11]=[C:12]([C:14]1[CH:19]=[CH:18][CH:17]=[C:16]([C:20](=[N:31][C:30]2[CH:32]=[CH:33][C:27]([C:23]([CH3:26])([CH3:25])[CH3:24])=[CH:28][CH:29]=2)[CH3:21])[N:15]=1)[CH3:13])([CH3:4])([CH3:3])[CH3:2]. (7) Given the reactants [C:1]([N:8]1[CH:12]=[CH:11]N=[CH:9]1)(N1C=CN=C1)=O.[NH2:13][C:14]1[N:23]=[C:22]([C:24]([N:26]2[CH2:34][C:33]3[C:28](=[CH:29][CH:30]=[CH:31][CH:32]=3)[CH2:27]2)=[O:25])[C:21]2[C:16](=[CH:17][CH:18]=[C:19]([C:35]3[CH:40]=[C:39]([F:41])[C:38]([F:42])=[CH:37][C:36]=3[CH2:43][OH:44])[CH:20]=2)[N:15]=1.CN(C)C[CH2:48][OH:49].N12CCCN=C1CCCCC2.Cl.C(=O)(O)[O-], predict the reaction product. The product is: [CH3:9][N:8]([CH3:1])[CH2:12][CH2:11][C:48]([O:44][CH2:43][C:36]1[CH:37]=[C:38]([F:42])[C:39]([F:41])=[CH:40][C:35]=1[C:19]1[CH:20]=[C:21]2[C:16](=[CH:17][CH:18]=1)[N:15]=[C:14]([NH2:13])[N:23]=[C:22]2[C:24]([N:26]1[CH2:27][C:28]2[C:33](=[CH:32][CH:31]=[CH:30][CH:29]=2)[CH2:34]1)=[O:25])=[O:49]. (8) Given the reactants [N+]([C:4]1[CH:9]=[CH:8][CH:7]=[CH:6][C:5]=1[N+:10]([O-:12])=[O:11])([O-])=O.[F:13][C:14]1[CH:19]=[CH:18][C:17]([OH:20])=[CH:16][CH:15]=1.C(=O)([O-])[O-].[Cs+].[Cs+], predict the reaction product. The product is: [F:13][C:14]1[CH:19]=[CH:18][C:17]([O:20][C:9]2[CH:4]=[C:5]([N+:10]([O-:12])=[O:11])[CH:6]=[CH:7][CH:8]=2)=[CH:16][CH:15]=1. (9) Given the reactants [CH3:1][C@@H:2]1[CH2:6][N:5]([CH2:7][C:8]2[CH:9]=NC(C)=N[CH:13]=2)[CH2:4][C@H:3]1[C:15]1[NH:16][C:17](=[O:30])[C:18]2[CH:23]=[N:22][N:21]([CH:24]3[CH2:29][CH2:28][O:27][CH2:26][CH2:25]3)[C:19]=2[N:20]=1.C([BH3-])#N.[Na+].[F:35][C:36]1C=C(C=[C:42]([F:44])[CH:43]=1)C=O, predict the reaction product. The product is: [F:35][C:36]1[CH:13]=[C:8]([CH:9]=[C:42]([F:44])[CH:43]=1)[CH2:7][N:5]1[CH2:6][C@@H:2]([CH3:1])[C@H:3]([C:15]2[NH:16][C:17](=[O:30])[C:18]3[CH:23]=[N:22][N:21]([CH:24]4[CH2:25][CH2:26][O:27][CH2:28][CH2:29]4)[C:19]=3[N:20]=2)[CH2:4]1. (10) Given the reactants [Cl-].CS(C)=O.[F:6][C:7]([F:14])([F:13])[C@H:8]([CH3:12])[CH2:9][CH2:10][OH:11].CCN(CC)CC.Cl, predict the reaction product. The product is: [F:6][C:7]([F:14])([F:13])[C@H:8]([CH3:12])[CH2:9][CH:10]=[O:11].